This data is from Peptide-MHC class I binding affinity with 185,985 pairs from IEDB/IMGT. The task is: Regression. Given a peptide amino acid sequence and an MHC pseudo amino acid sequence, predict their binding affinity value. This is MHC class I binding data. (1) The peptide sequence is FMPKDGGMM. The MHC is HLA-A02:02 with pseudo-sequence HLA-A02:02. The binding affinity (normalized) is 0.356. (2) The peptide sequence is VMKRNFIDF. The MHC is HLA-B40:01 with pseudo-sequence HLA-B40:01. The binding affinity (normalized) is 0.0847.